From a dataset of Reaction yield outcomes from USPTO patents with 853,638 reactions. Predict the reaction yield, written as a fraction of the theoretical maximum amount of product (1.0 means a 100% yield; for example, 0.34 means a 34% yield). (1) The reactants are [CH3:1][O:2][C:3]1[CH:8]=[CH:7][C:6]([CH2:9][CH2:10][CH2:11][C:12]([OH:14])=[O:13])=[CH:5][CH:4]=1.S(=O)(=O)(O)O.[CH3:20]O. No catalyst specified. The product is [CH3:1][O:2][C:3]1[CH:4]=[CH:5][C:6]([CH2:9][CH2:10][CH2:11][C:12]([O:14][CH3:20])=[O:13])=[CH:7][CH:8]=1. The yield is 0.990. (2) The reactants are C([NH:4][C:5]([NH2:7])=[NH:6])(=O)C.N1CCCC1.CCO.[Br:16][C:17]1[CH:22]=[C:21]([F:23])[CH:20]=[CH:19][C:18]=1[C@@H:24]1[NH:29][C:28](=[O:30])/[C:27](=[C:31](/O)\[CH3:32])/[C:26](=O)[CH2:25]1. The catalyst is CCOC(C)=O. The product is [NH2:7][C:5]1[N:4]=[C:31]([CH3:32])[C:27]2[C:28](=[O:30])[NH:29][C@@H:24]([C:18]3[CH:19]=[CH:20][C:21]([F:23])=[CH:22][C:17]=3[Br:16])[CH2:25][C:26]=2[N:6]=1. The yield is 0.720. (3) The reactants are [NH2:1][C:2]1[CH:10]=[C:9]([F:11])[CH:8]=[C:7]([F:12])[C:3]=1[C:4]([NH2:6])=[O:5].COC1C=C(OC)C=C2C=1C(=O)N[C:19]([C:27]1[CH:32]=[CH:31][CH:30]=[C:29]([N:33]3[CH2:38][CH2:37][N:36]([CH2:39][CH2:40]S(C)(=O)=O)[CH2:35][CH2:34]3)[N:28]=1)=N2.[C:46]1(C)C=CC(S(O)(=O)=O)=CC=1.OS([O-])=O.[Na+]. The catalyst is CC(N(C)C)=O. The product is [F:12][C:7]1[CH:8]=[C:9]([F:11])[CH:10]=[C:2]2[C:3]=1[C:4](=[O:5])[NH:6][C:19]([C:27]1[CH:32]=[CH:31][CH:30]=[C:29]([N:33]3[CH2:34][CH2:35][N:36]([CH:39]([CH3:40])[CH3:46])[CH2:37][CH2:38]3)[N:28]=1)=[N:1]2. The yield is 0.200. (4) The reactants are [CH3:1][C:2]([CH3:5])([O-])[CH3:3].[K+].[NH2:7][C:8]1C=CC(O)=[C:10](C)[C:9]=1[F:16].[Cl:17][C:18]1[CH:23]=[C:22](Cl)[CH:21]=[CH:20][N:19]=1.CC(N(C)C)=[O:27]. No catalyst specified. The product is [Cl:17][C:18]1[CH:23]=[C:22]([O:27][C:3]2[C:2]([CH3:5])=[CH:1][C:8]([NH2:7])=[C:9]([F:16])[CH:10]=2)[CH:21]=[CH:20][N:19]=1. The yield is 0.420. (5) The reactants are Cl.[N:2]1[C:7]2[CH:8]=[CH:9][S:10][C:6]=2[C:5]([N:11]2[CH2:15][CH2:14][CH:13]([NH2:16])[CH2:12]2)=[N:4][CH:3]=1.Cl.[N+](C1C=CC([O:27][C:28](=O)[NH:29][C:30]2[CH:35]=[CH:34][C:33]([N:36]([CH2:39][CH3:40])[CH2:37][CH3:38])=[CH:32][CH:31]=2)=CC=1)([O-])=O. The catalyst is C(Cl)(Cl)Cl. The product is [CH2:39]([N:36]([CH2:37][CH3:38])[C:33]1[CH:34]=[CH:35][C:30]([NH:29][C:28]([NH:16][CH:13]2[CH2:14][CH2:15][N:11]([C:5]3[C:6]4[S:10][CH:9]=[CH:8][C:7]=4[N:2]=[CH:3][N:4]=3)[CH2:12]2)=[O:27])=[CH:31][CH:32]=1)[CH3:40]. The yield is 0.190. (6) The reactants are [F:1][CH:2]1[CH:7]([NH:8][C:9]2[C:14]([N+:15]([O-])=O)=[CH:13][N:12]=[C:11]3[CH:18]=[CH:19][S:20][C:10]=23)[CH2:6][CH2:5][N:4]([C:21]([O:23][C:24]([CH3:27])([CH3:26])[CH3:25])=[O:22])[CH2:3]1. The catalyst is [Pd].CO. The product is [NH2:15][C:14]1[C:9]([NH:8][CH:7]2[CH2:6][CH2:5][N:4]([C:21]([O:23][C:24]([CH3:26])([CH3:25])[CH3:27])=[O:22])[CH2:3][CH:2]2[F:1])=[C:10]2[S:20][CH:19]=[CH:18][C:11]2=[N:12][CH:13]=1. The yield is 0.780. (7) The reactants are O[CH:2]=[C:3]1[C:11]2[C:6](=[CH:7][CH:8]=[C:9]([C:12]([C:14]3[CH:19]=[CH:18][C:17]([NH:20][C:21](=[O:23])[CH3:22])=[CH:16][CH:15]=3)=[O:13])[CH:10]=2)[NH:5][C:4]1=[O:24].[NH2:25][C:26]1[CH:27]=[CH:28][C:29](OC)=[C:30]([OH:32])[CH:31]=1.[CH2:35]1COCC1. No catalyst specified. The product is [OH:32][C:30]1[CH:31]=[C:26]([NH:25][CH:2]=[C:3]2[C:11]3[C:6](=[CH:7][CH:8]=[C:9]([C:12]([C:14]4[CH:19]=[CH:18][C:17]([NH:20][C:21](=[O:23])[CH3:22])=[CH:16][CH:15]=4)=[O:13])[CH:10]=3)[NH:5][C:4]2=[O:24])[CH:27]=[CH:28][C:29]=1[CH3:35]. The yield is 0.630. (8) The reactants are [N+:1]([C:4]1[CH:12]=[C:11]2[C:7]([CH2:8][CH2:9][NH:10]2)=[CH:6][CH:5]=1)([O-:3])=[O:2].CCN(CC)CC.[C:20](Cl)(=[O:22])[CH3:21]. The catalyst is C1COCC1. The product is [C:20]([N:10]1[C:11]2[C:7](=[CH:6][CH:5]=[C:4]([N+:1]([O-:3])=[O:2])[CH:12]=2)[CH2:8][CH2:9]1)(=[O:22])[CH3:21]. The yield is 1.00. (9) The reactants are [CH3:1][O:2][C:3]1[CH:4]=[C:5]([CH:7]=[CH:8][C:9]=1[O:10][CH3:11])[NH2:6].[CH:12](=O)[CH2:13][CH2:14][CH3:15]. No catalyst specified. The product is [CH2:12]([NH:6][C:5]1[CH:7]=[CH:8][C:9]([O:10][CH3:11])=[C:3]([O:2][CH3:1])[CH:4]=1)[CH2:13][CH2:14][CH3:15]. The yield is 0.830.